Dataset: hERG potassium channel inhibition data for cardiac toxicity prediction from Karim et al.. Task: Regression/Classification. Given a drug SMILES string, predict its toxicity properties. Task type varies by dataset: regression for continuous values (e.g., LD50, hERG inhibition percentage) or binary classification for toxic/non-toxic outcomes (e.g., AMES mutagenicity, cardiotoxicity, hepatotoxicity). Dataset: herg_karim. (1) The drug is COc1ccccc1OCC(O)CN1CCN(CC(=O)Nc2c(C)cccc2C)CC1. The result is 0 (non-blocker). (2) The compound is CN1CCN(c2cc(Cl)c3nc(Nc4ccc(Br)cn4)[nH]c3c2)CC1. The result is 1 (blocker). (3) The molecule is CC(c1ccc(-c2ccc(F)cc2F)cc1)N1CCC(CCO)(c2ccc(F)cc2)OC1=O. The result is 0 (non-blocker). (4) The compound is COc1cccc(-c2cccc(C3(C)N=C(N)CN3C=O)c2)c1. The result is 0 (non-blocker). (5) The compound is Nc1nc2cc3c(cc2s1)CCN(Cc1cccc(F)c1)CC3. The result is 1 (blocker). (6) The compound is Cc1nc(N2CCC(N3CCCC3)CC2)nc2ccc(NC(=O)COc3ccc(Cl)cc3)cc12. The result is 1 (blocker). (7) The drug is O=c1c2cc(-c3ccc(Cl)cc3)cn2ncn1-c1ccc(N2CCC(O)CC2)nc1. The result is 0 (non-blocker).